Predict which catalyst facilitates the given reaction. From a dataset of Catalyst prediction with 721,799 reactions and 888 catalyst types from USPTO. (1) Reactant: [CH:1]([C:3]1[CH:4]=[C:5]([CH2:9][N:10]([CH3:18])[C:11](=[O:17])[O:12][C:13]([CH3:16])([CH3:15])[CH3:14])[CH:6]=[N:7][CH:8]=1)=[O:2].[CH3:19][Mg+].[Br-]. Product: [OH:2][CH:1]([C:3]1[CH:4]=[C:5]([CH2:9][N:10]([CH3:18])[C:11](=[O:17])[O:12][C:13]([CH3:14])([CH3:15])[CH3:16])[CH:6]=[N:7][CH:8]=1)[CH3:19]. The catalyst class is: 1. (2) Reactant: CC(N(C)C)=O.[CH3:7][C:8]1[CH:9]=[CH:10][CH:11]=[C:12]2[C:17]=1[N:16]=[C:15]([NH:18][C:19]1[CH:27]=[C:26]3[C:22]([CH:23]=[N:24][NH:25]3)=[C:21]([NH2:28])[CH:20]=1)[N:14]=[CH:13]2.C(N(CC)CC)C.[CH3:36][S:37](Cl)(=[O:39])=[O:38]. Product: [CH3:7][C:8]1[CH:9]=[CH:10][CH:11]=[C:12]2[C:17]=1[N:16]=[C:15]([NH:18][C:19]1[CH:27]=[C:26]3[C:22]([CH:23]=[N:24][NH:25]3)=[C:21]([NH:28][S:37]([CH3:36])(=[O:39])=[O:38])[CH:20]=1)[N:14]=[CH:13]2. The catalyst class is: 13. (3) Reactant: [CH3:1][C:2]1[N:7]=[C:6]2[S:8][C:9]3[CH2:14][CH2:13][CH2:12][CH2:11][C:10]=3[C:5]2=[C:4]([C:15]2[CH:20]=[CH:19][C:18](OC(F)(F)F)=[CH:17][CH:16]=2)[C:3]=1[CH2:26][C:27]([O:29][CH3:30])=[O:28].[Li+].C[Si]([N-][Si](C)(C)C)(C)C.[CH2:41]1[CH2:45]OC[CH2:42]1.I[CH2:47][CH2:48][CH3:49]. Product: [CH3:1][C:2]1[N:7]=[C:6]2[S:8][C:9]3[CH2:14][CH2:13][CH2:12][CH2:11][C:10]=3[C:5]2=[C:4]([C:15]2[C:20]3[C:2](=[CH:16][CH:17]=[CH:18][CH:19]=3)[N:7]([CH2:47][CH2:48][CH3:49])[C:6]=2[CH3:5])[C:3]=1[CH:26]([CH2:42][CH2:41][CH3:45])[C:27]([O:29][CH3:30])=[O:28]. The catalyst class is: 3. (4) Reactant: [CH2:1]([O:8][CH2:9][C@H:10]1[CH2:19][C@@:18]23[CH2:20][CH2:21][C@:11]1([O:32][CH3:33])[C@@H:12]1[O:29][C:27]4=[C:28]5[C@@:13]12[CH2:14][CH2:15][N:16]([CH3:31])[C@@H:17]3[CH2:22][C:23]5=[CH:24][CH:25]=[C:26]4[NH2:30])[C:2]1[CH:7]=[CH:6][CH:5]=[CH:4][CH:3]=1.C(N(CC)CC)C.[CH3:41][S:42](Cl)(=[O:44])=[O:43]. Product: [CH2:1]([O:8][CH2:9][C@H:10]1[CH2:19][C@@:18]23[CH2:20][CH2:21][C@:11]1([O:32][CH3:33])[C@@H:12]1[O:29][C:27]4=[C:28]5[C@@:13]12[CH2:14][CH2:15][N:16]([CH3:31])[C@@H:17]3[CH2:22][C:23]5=[CH:24][CH:25]=[C:26]4[NH:30][S:42]([CH3:41])(=[O:44])=[O:43])[C:2]1[CH:3]=[CH:4][CH:5]=[CH:6][CH:7]=1. The catalyst class is: 2. (5) Reactant: [C:1]([C:3]1[CH:4]=[C:5](O)[CH:6]=[CH:7][CH:8]=1)#[N:2].C(N(CC)CC)C.C(Cl)Cl.[NH:20]1[CH2:25][CH2:24][O:23][CH2:22][CH2:21]1. Product: [O:23]1[CH2:24][CH2:25][N:20]([C:5]2[CH:4]=[C:3]([CH:8]=[CH:7][CH:6]=2)[C:1]#[N:2])[CH2:21][CH2:22]1. The catalyst class is: 10. (6) The catalyst class is: 8. Product: [CH2:19]([O:18][C:16](=[O:17])[C:15]([CH3:22])([S:9][C:6]1[CH:5]=[CH:4][C:3]([C:2]([F:1])([F:10])[F:11])=[CH:8][CH:7]=1)[CH3:21])[CH3:20]. Reactant: [F:1][C:2]([F:11])([F:10])[C:3]1[CH:8]=[CH:7][C:6]([SH:9])=[CH:5][CH:4]=1.[OH-].[K+].Br[C:15]([CH3:22])([CH3:21])[C:16]([O:18][CH2:19][CH3:20])=[O:17]. (7) Reactant: COC([CH:5]1[CH2:10][C:9]([C:17]#[N:18])([C:11]2[CH:16]=[CH:15][CH:14]=[CH:13][CH:12]=2)[CH2:8][CH2:7][C:6]1=[O:19])=O.C(O)(=O)C. Product: [O:19]=[C:6]1[CH2:7][CH2:8][C:9]([C:11]2[CH:12]=[CH:13][CH:14]=[CH:15][CH:16]=2)([C:17]#[N:18])[CH2:10][CH2:5]1. The catalyst class is: 445. (8) Reactant: [OH:1][CH:2]([C:32]1[CH:37]=[CH:36][C:35]([OH:38])=[CH:34][CH:33]=1)[CH:3]([NH:18][C:19]([C:21]1[CH:22]=[CH:23][CH:24]=[C:25]2[CH2:31][CH2:30][CH2:29][CH:28]=[CH:27][C:26]=12)=[O:20])[CH2:4][C:5]1[CH:10]=[CH:9][CH:8]=[C:7]([O:11][C:12]([F:17])([F:16])[CH:13]([F:15])[F:14])[CH:6]=1.C(=O)([O-])[O-].[K+].[K+].I[CH:46]([CH3:48])[CH3:47]. Product: [OH:1][CH:2]([C:32]1[CH:37]=[CH:36][C:35]([O:38][CH:46]([CH3:48])[CH3:47])=[CH:34][CH:33]=1)[CH:3]([NH:18][C:19]([C:21]1[CH:22]=[CH:23][CH:24]=[C:25]2[CH2:31][CH2:30][CH2:29][CH:28]=[CH:27][C:26]=12)=[O:20])[CH2:4][C:5]1[CH:10]=[CH:9][CH:8]=[C:7]([O:11][C:12]([F:16])([F:17])[CH:13]([F:15])[F:14])[CH:6]=1. The catalyst class is: 35.